From a dataset of Forward reaction prediction with 1.9M reactions from USPTO patents (1976-2016). Predict the product of the given reaction. (1) Given the reactants [CH3:1][C:2]([CH3:18])([CH3:17])[CH2:3][N:4]1[C:12]2[C:7](=[N:8][C:9]([CH:13]=[CH2:14])=[CH:10][CH:11]=2)[N:6]([CH3:15])[C:5]1=[O:16].[N+](=[CH:21][C:22]([O:24][CH2:25][CH3:26])=[O:23])=[N-], predict the reaction product. The product is: [CH3:17][C:2]([CH3:1])([CH3:18])[CH2:3][N:4]1[C:12]2[C:7](=[N:8][C:9]([C@@H:13]3[CH2:14][C@H:21]3[C:22]([O:24][CH2:25][CH3:26])=[O:23])=[CH:10][CH:11]=2)[N:6]([CH3:15])[C:5]1=[O:16]. (2) Given the reactants C[O:2][C:3](=[O:39])[CH2:4][O:5][C:6]1[CH:15]=[CH:14][C:13]([F:16])=[C:12]2[C:7]=1[C:8]([O:35][CH:36]([F:38])[F:37])=[C:9]([CH2:19][C:20]1[CH:25]=[CH:24][C:23](B3OC(C)(C)C(C)(C)O3)=[CH:22][CH:21]=1)[C:10]([CH2:17][CH3:18])=[N:11]2.Br[C:41]1[N:46]=[CH:45][CH:44]=[CH:43][N:42]=1.O1CCOCC1.C(=O)([O-])[O-].[Cs+].[Cs+], predict the reaction product. The product is: [F:38][CH:36]([F:37])[O:35][C:8]1[C:7]2[C:12](=[C:13]([F:16])[CH:14]=[CH:15][C:6]=2[O:5][CH2:4][C:3]([OH:2])=[O:39])[N:11]=[C:10]([CH2:17][CH3:18])[C:9]=1[CH2:19][C:20]1[CH:21]=[CH:22][C:23]([C:41]2[N:46]=[CH:45][CH:44]=[CH:43][N:42]=2)=[CH:24][CH:25]=1. (3) Given the reactants Br[CH2:2][C:3]1[CH:4]=[C:5]([CH:8]=[CH:9][CH:10]=1)[C:6]#[N:7].C(N(C(C)C)C(C)C)C.[CH3:20][O:21][CH2:22][CH2:23][OH:24], predict the reaction product. The product is: [CH3:20][O:21][CH2:22][CH2:23][O:24][CH2:2][C:3]1[CH:4]=[C:5]([CH:8]=[CH:9][CH:10]=1)[C:6]#[N:7]. (4) Given the reactants C[C:2]1[N:3]([CH2:14][C:15]2[CH:20]=[CH:19][C:18]([Cl:21])=[CH:17][CH:16]=2)[C:4]2[C:9]([CH:10]=1)=[CH:8][CH:7]=[CH:6][C:5]=2[C:11](O)=O.[CH3:22]N(C=O)C.P(Cl)(Cl)(Cl)=O.[C:32](=[O:35])(O)[O-:33].[Na+], predict the reaction product. The product is: [Cl:21][C:18]1[CH:19]=[CH:20][C:15]([CH2:14][N:3]2[C:2]3[C:6](=[CH:7][CH:8]=[CH:9][C:10]=3[C:32]([O:33][CH3:22])=[O:35])[C:5]([CH3:11])=[CH:4]2)=[CH:16][CH:17]=1. (5) Given the reactants [Cl:1][C:2]1[C:3]([C:8]([OH:10])=O)=[N:4][N:5]([CH3:7])[CH:6]=1.O1CCCC1.C(Cl)(=O)C(Cl)=O.[NH2:22][C:23]1[CH:24]=[C:25]([CH:42]=[CH:43][C:44]=1[F:45])[O:26][C:27]1[CH:28]=[CH:29][C:30]2[N:31]([CH:33]=[C:34]([NH:36][C:37]([CH:39]3[CH2:41][CH2:40]3)=[O:38])[N:35]=2)[N:32]=1, predict the reaction product. The product is: [Cl:1][C:2]1[C:3]([C:8]([NH:22][C:23]2[CH:24]=[C:25]([O:26][C:27]3[CH:28]=[CH:29][C:30]4[N:31]([CH:33]=[C:34]([NH:36][C:37]([CH:39]5[CH2:41][CH2:40]5)=[O:38])[N:35]=4)[N:32]=3)[CH:42]=[CH:43][C:44]=2[F:45])=[O:10])=[N:4][N:5]([CH3:7])[CH:6]=1.